From a dataset of Forward reaction prediction with 1.9M reactions from USPTO patents (1976-2016). Predict the product of the given reaction. (1) Given the reactants Cl[C:2]1[CH:3]=[CH:4][C:5]2[N:6]([CH:8]=[C:9]([C:11]([O:13][CH2:14][CH3:15])=[O:12])[N:10]=2)[N:7]=1.[CH:16]12[NH:23][CH:20]([CH2:21][CH2:22]1)[CH2:19][CH:18]([O:24][CH2:25][C:26]1[C:27]([C:34]3[CH:39]=[CH:38][CH:37]=[CH:36][C:35]=3[O:40][C:41]([F:44])([F:43])[F:42])=[N:28][O:29][C:30]=1[CH:31]1[CH2:33][CH2:32]1)[CH2:17]2.[F-].[K+].O, predict the reaction product. The product is: [CH:31]1([C:30]2[O:29][N:28]=[C:27]([C:34]3[CH:39]=[CH:38][CH:37]=[CH:36][C:35]=3[O:40][C:41]([F:42])([F:43])[F:44])[C:26]=2[CH2:25][O:24][CH:18]2[CH2:17][CH:16]3[N:23]([C:2]4[CH:3]=[CH:4][C:5]5[N:6]([CH:8]=[C:9]([C:11]([O:13][CH2:14][CH3:15])=[O:12])[N:10]=5)[N:7]=4)[CH:20]([CH2:21][CH2:22]3)[CH2:19]2)[CH2:32][CH2:33]1.[C:11]([OH:13])([C:41]([F:42])([F:43])[F:44])=[O:12]. (2) The product is: [CH3:1][C:2]1[C:3]([C:22]([N:26]2[CH2:31][CH2:30][CH:29]([C:32]3[CH:33]=[C:34]([CH:39]=[CH:40][CH:41]=3)[C:35]([OH:37])=[O:36])[CH2:28][CH2:27]2)=[O:24])=[CH:4][C:5]2[C:6]3[N:15]([CH:16]4[CH2:21][CH2:20][O:19][CH2:18][CH2:17]4)[N:14]=[CH:13][C:7]=3[C:8](=[O:12])[NH:9][C:10]=2[CH:11]=1. Given the reactants [CH3:1][C:2]1[C:3]([C:22]([OH:24])=O)=[CH:4][C:5]2[C:6]3[N:15]([CH:16]4[CH2:21][CH2:20][O:19][CH2:18][CH2:17]4)[N:14]=[CH:13][C:7]=3[C:8](=[O:12])[NH:9][C:10]=2[CH:11]=1.Cl.[NH:26]1[CH2:31][CH2:30][CH:29]([C:32]2[CH:33]=[C:34]([CH:39]=[CH:40][CH:41]=2)[C:35]([O:37]C)=[O:36])[CH2:28][CH2:27]1.ON1C2C=CC=CC=2N=N1.N=C=N.C(=O)([O-])[O-].[N-]=C=O, predict the reaction product. (3) Given the reactants [CH2:1]([O:3][C:4]1[CH:13]=[CH:12][CH:11]=[C:10]([O:14][CH2:15][CH3:16])[C:5]=1[C:6]([O:8][CH3:9])=[O:7])[CH3:2].S(=O)(=O)(O)O.[N+:22]([O-])([OH:24])=[O:23].O, predict the reaction product. The product is: [CH2:15]([O:14][C:10]1[C:11]([N+:22]([O-:24])=[O:23])=[CH:12][CH:13]=[C:4]([O:3][CH2:1][CH3:2])[C:5]=1[C:6]([O:8][CH3:9])=[O:7])[CH3:16]. (4) Given the reactants [CH3:1][C:2]1[CH:7]=[CH:6][C:5]([S:8][C:9]2[CH:14]=[CH:13][C:12]([CH:15]=[CH:16][C:17]([OH:19])=[O:18])=[CH:11][C:10]=2[N+:20]([O-:22])=[O:21])=[CH:4][CH:3]=1.[C:23](OCC)(=O)C.S(Cl)(Cl)=O.C(=O)([O-])O.[Na+], predict the reaction product. The product is: [CH3:1][C:2]1[CH:7]=[CH:6][C:5]([S:8][C:9]2[CH:14]=[CH:13][C:12]([CH:15]=[CH:16][C:17]([O:19][CH3:23])=[O:18])=[CH:11][C:10]=2[N+:20]([O-:22])=[O:21])=[CH:4][CH:3]=1. (5) Given the reactants Cl[C:2]1[N:10]=[CH:9][N:8]=[C:7]2[C:3]=1[N:4]=[CH:5][N:6]2[C:11]1[CH:16]=[CH:15][CH:14]=[CH:13][C:12]=1[Cl:17].[F:18][C:19]([F:28])([F:27])[C:20]1[CH:26]=[CH:25][C:23]([NH2:24])=[CH:22][CH:21]=1, predict the reaction product. The product is: [Cl:17][C:12]1[CH:13]=[CH:14][CH:15]=[CH:16][C:11]=1[N:6]1[CH:5]=[N:4][C:3]2[C:7]1=[N:8][CH:9]=[N:10][C:2]=2[NH:24][C:23]1[CH:25]=[CH:26][C:20]([C:19]([F:18])([F:27])[F:28])=[CH:21][CH:22]=1. (6) Given the reactants [OH:1][CH:2]1[C:6]([CH3:8])([CH3:7])[CH2:5][NH:4][C:3]1=[O:9].I[C:11]1[CH:12]=[N:13][N:14]2[CH2:19][C@H:18]([CH3:20])[N:17]([C:21]([O:23][C:24]([CH3:27])([CH3:26])[CH3:25])=[O:22])[CH2:16][C:15]=12.[O-]P([O-])([O-])=O.[K+].[K+].[K+].CN[C@@H]1CCCC[C@H]1NC, predict the reaction product. The product is: [OH:1][CH:2]1[C:6]([CH3:8])([CH3:7])[CH2:5][N:4]([C:11]2[CH:12]=[N:13][N:14]3[CH2:19][C@H:18]([CH3:20])[N:17]([C:21]([O:23][C:24]([CH3:25])([CH3:27])[CH3:26])=[O:22])[CH2:16][C:15]=23)[C:3]1=[O:9]. (7) Given the reactants [CH2:1]([O:3][C:4](=[O:20])[CH2:5][C:6]([C@@H:8]1[CH2:12][CH2:11][CH2:10][N:9]1[C:13]([O:15][C:16]([CH3:19])([CH3:18])[CH3:17])=[O:14])=[O:7])[CH3:2].N1CCCCC1.[C:27]([C:30]1[CH:37]=[CH:36][C:33]([CH:34]=O)=[CH:32][CH:31]=1)([OH:29])=[O:28], predict the reaction product. The product is: [C:16]([O:15][C:13]([N:9]1[CH2:10][CH2:11][CH2:12][C@H:8]1[C:6](=[O:7])/[C:5](/[C:4]([O:3][CH2:1][CH3:2])=[O:20])=[CH:34]/[C:33]1[CH:36]=[CH:37][C:30]([C:27]([OH:29])=[O:28])=[CH:31][CH:32]=1)=[O:14])([CH3:19])([CH3:18])[CH3:17]. (8) Given the reactants O.O.[C:3]1([S:9]([O-:11])=[O:10])[CH:8]=[CH:7][CH:6]=[CH:5][CH:4]=1.[Na+].[Br:13][CH2:14][C:15]([CH3:19])=[CH:16][CH2:17]Br, predict the reaction product. The product is: [C:3]1([S:9]([CH2:17][CH:16]=[C:15]([CH3:19])[CH2:14][Br:13])(=[O:11])=[O:10])[CH:8]=[CH:7][CH:6]=[CH:5][CH:4]=1. (9) Given the reactants [F:1][C:2]1[CH:7]=[CH:6][CH:5]=[CH:4][C:3]=1[I:8].[Cl:9][S:10](O)(=[O:12])=[O:11], predict the reaction product. The product is: [F:1][C:2]1[C:3]([I:8])=[CH:4][C:5]([S:10]([Cl:9])(=[O:12])=[O:11])=[CH:6][CH:7]=1. (10) The product is: [C:1]([O:5][C:6](=[O:19])[NH:7][C:8]1[CH:13]=[CH:12][C:11]([C:14]([F:17])([F:16])[F:15])=[CH:10][C:9]=1[NH:18][C:25](=[O:24])[CH2:26][C:27]([C:29]1[CH:34]=[CH:33][CH:32]=[C:31]([C:35]2[CH:40]=[CH:39][N:38]=[C:37]([CH2:41][CH:42]([CH3:43])[CH3:44])[CH:36]=2)[CH:30]=1)=[O:28])([CH3:4])([CH3:2])[CH3:3]. Given the reactants [C:1]([O:5][C:6](=[O:19])[NH:7][C:8]1[CH:13]=[CH:12][C:11]([C:14]([F:17])([F:16])[F:15])=[CH:10][C:9]=1[NH2:18])([CH3:4])([CH3:3])[CH3:2].C([O:24][C:25](=O)[CH2:26][C:27]([C:29]1[CH:34]=[CH:33][CH:32]=[C:31]([C:35]2[CH:40]=[CH:39][N:38]=[C:37]([CH2:41][CH:42]([CH3:44])[CH3:43])[CH:36]=2)[CH:30]=1)=[O:28])(C)(C)C, predict the reaction product.